From a dataset of CYP3A4 inhibition data for predicting drug metabolism from PubChem BioAssay. Regression/Classification. Given a drug SMILES string, predict its absorption, distribution, metabolism, or excretion properties. Task type varies by dataset: regression for continuous measurements (e.g., permeability, clearance, half-life) or binary classification for categorical outcomes (e.g., BBB penetration, CYP inhibition). Dataset: cyp3a4_veith. (1) The compound is N#CCCn1ncc2ccccc21. The result is 0 (non-inhibitor). (2) The molecule is COc1ccc(CCCC(=O)NC2CCCCC2)cc1. The result is 1 (inhibitor).